From a dataset of Full USPTO retrosynthesis dataset with 1.9M reactions from patents (1976-2016). Predict the reactants needed to synthesize the given product. (1) Given the product [F:4][C:5]1[CH:6]=[C:7]([C:13]2[N:18]=[C:17]([C:19]3[NH:20][C:22](=[O:31])[C:23]4[C:24](=[CH:26][CH:27]=[CH:28][CH:29]=4)[N:25]=3)[CH:16]=[CH:15][C:14]=2[CH3:21])[CH:8]=[CH:9][C:10]=1[O:11][CH3:12], predict the reactants needed to synthesize it. The reactants are: C[O-].[Na+].[F:4][C:5]1[CH:6]=[C:7]([C:13]2[N:18]=[C:17]([C:19]#[N:20])[CH:16]=[CH:15][C:14]=2[CH3:21])[CH:8]=[CH:9][C:10]=1[O:11][CH3:12].[C:22]([OH:31])(=O)[C:23]1[C:24](=[CH:26][CH:27]=[CH:28][CH:29]=1)[NH2:25]. (2) Given the product [NH2:15][C:12]1[CH:13]=[CH:14][C:9]([O:8][Si:1]([C:4]([CH3:7])([CH3:6])[CH3:5])([CH3:2])[CH3:3])=[CH:10][C:11]=1[C:26]([N:28]([O:30][CH3:31])[CH3:29])=[O:27], predict the reactants needed to synthesize it. The reactants are: [Si:1]([O:8][C:9]1[CH:14]=[CH:13][C:12]([NH:15]C(=O)OCC2C=CC=CC=2)=[C:11]([C:26]([N:28]([O:30][CH3:31])[CH3:29])=[O:27])[CH:10]=1)([C:4]([CH3:7])([CH3:6])[CH3:5])([CH3:3])[CH3:2].O1CCCC1. (3) Given the product [CH3:1][CH:2]1[CH2:3][O:4][C:26](=[O:28])[N:7]([CH2:8][C:9]2[CH:14]=[CH:13][CH:12]=[CH:11][C:10]=2[N+:15]([O-:17])=[O:16])[CH2:6][CH2:5]1, predict the reactants needed to synthesize it. The reactants are: [CH3:1][CH:2]([CH2:5][CH2:6][NH:7][CH2:8][C:9]1[CH:14]=[CH:13][CH:12]=[CH:11][C:10]=1[N+:15]([O-:17])=[O:16])[CH2:3][OH:4].C(N(CC)CC)C.Cl[C:26](Cl)([O:28]C(=O)OC(Cl)(Cl)Cl)Cl.O. (4) Given the product [CH3:1][C:2]1([C:8]2[CH:13]=[CH:12][CH:11]=[CH:10][CH:9]=2)[CH2:7][CH2:6][CH2:5][CH2:4][CH2:3]1, predict the reactants needed to synthesize it. The reactants are: [CH3:1][C:2]1[CH2:7][CH2:6][CH2:5][CH2:4][CH:3]=1.[CH:8]1[CH:13]=[CH:12][CH:11]=[CH:10][CH:9]=1.S(=O)(=O)(O)O.